From a dataset of Full USPTO retrosynthesis dataset with 1.9M reactions from patents (1976-2016). Predict the reactants needed to synthesize the given product. (1) Given the product [Si:1]([O:8][CH2:9][C@H:10]1[CH2:15][CH2:14][C@H:13]([N:16]2[C:17]3[C:18]4[CH:28]=[CH:27][N:26]([CH2:29][O:30][CH2:31][CH2:32][Si:33]([CH3:34])([CH3:35])[CH3:36])[C:19]=4[N:20]=[CH:21][C:22]=3[C:23](=[O:24])[N:25]=[CH:37]2)[CH2:12][CH2:11]1)([C:4]([CH3:7])([CH3:6])[CH3:5])([CH3:3])[CH3:2], predict the reactants needed to synthesize it. The reactants are: [Si:1]([O:8][CH2:9][C@H:10]1[CH2:15][CH2:14][C@H:13]([NH:16][C:17]2[C:22]([C:23]([NH2:25])=[O:24])=[CH:21][N:20]=[C:19]3[N:26]([CH2:29][O:30][CH2:31][CH2:32][Si:33]([CH3:36])([CH3:35])[CH3:34])[CH:27]=[CH:28][C:18]=23)[CH2:12][CH2:11]1)([C:4]([CH3:7])([CH3:6])[CH3:5])([CH3:3])[CH3:2].[C:37](=O)([O-])O.[Na+]. (2) Given the product [Cl:1][C:2]1[CH:3]=[C:4]([CH2:9][N:10]2[C:14]([CH3:15])=[C:13]([C:16]([NH:18][C:19]3[S:20][C:21]([CH2:25][OH:26])=[C:22]([CH3:24])[N:23]=3)=[O:17])[N:12]=[N:11]2)[CH:5]=[CH:6][C:7]=1[Cl:8], predict the reactants needed to synthesize it. The reactants are: [Cl:1][C:2]1[CH:3]=[C:4]([CH2:9][N:10]2[C:14]([CH3:15])=[C:13]([C:16]([NH:18][C:19]3[S:20][C:21]([C:25](OCC)=[O:26])=[C:22]([CH3:24])[N:23]=3)=[O:17])[N:12]=[N:11]2)[CH:5]=[CH:6][C:7]=1[Cl:8].CC(C[AlH]CC(C)C)C.C1(C)C=CC=CC=1.[NH4+].[Cl-]. (3) Given the product [Br:1][C:2]1[CH:7]=[CH:6][N:5]=[C:4]2[N:8]([S:12]([C:15]3[CH:20]=[CH:19][C:18]([CH3:21])=[CH:17][CH:16]=3)(=[O:14])=[O:13])[C:9]([C:24]#[C:23][CH2:22][OH:25])=[CH:10][C:3]=12, predict the reactants needed to synthesize it. The reactants are: [Br:1][C:2]1[CH:7]=[CH:6][N:5]=[C:4]2[N:8]([S:12]([C:15]3[CH:20]=[CH:19][C:18]([CH3:21])=[CH:17][CH:16]=3)(=[O:14])=[O:13])[C:9](I)=[CH:10][C:3]=12.[CH2:22]([OH:25])[C:23]#[CH:24].